Dataset: Forward reaction prediction with 1.9M reactions from USPTO patents (1976-2016). Task: Predict the product of the given reaction. (1) Given the reactants [O:1]=[C:2]1[C:7]2[C:8]([C:17]3[CH:18]=[C:19]([C:22]([OH:24])=O)[S:20][CH:21]=3)=[N:9][N:10]([CH:11]3[CH2:16][CH2:15][O:14][CH2:13][CH2:12]3)[C:6]=2[CH:5]=[CH:4][NH:3]1.CC[N:27]=C=NCCCN(C)C.Cl.O, predict the reaction product. The product is: [O:1]=[C:2]1[C:7]2[C:8]([C:17]3[CH:18]=[C:19]([C:22]([NH2:27])=[O:24])[S:20][CH:21]=3)=[N:9][N:10]([CH:11]3[CH2:12][CH2:13][O:14][CH2:15][CH2:16]3)[C:6]=2[CH:5]=[CH:4][NH:3]1. (2) Given the reactants [F:1][C:2]1[CH:7]=[CH:6][CH:5]=[C:4]([F:8])[C:3]=1[N:9]1[C:14]2[N:15]=[C:16](S(C)=O)[N:17]=[C:18]([C:19]3[CH:20]=[C:21]([CH:28]=[CH:29][C:30]=3[CH3:31])[C:22]([NH:24][CH2:25][CH2:26][CH3:27])=[O:23])[C:13]=2[CH2:12][NH:11][C:10]1=[O:35].[CH3:36][N:37]([CH3:42])[CH2:38][CH2:39][CH2:40][NH2:41], predict the reaction product. The product is: [F:1][C:2]1[CH:7]=[CH:6][CH:5]=[C:4]([F:8])[C:3]=1[N:9]1[C:14]2[N:15]=[C:16]([NH:41][CH2:40][CH2:39][CH2:38][N:37]([CH3:42])[CH3:36])[N:17]=[C:18]([C:19]3[CH:20]=[C:21]([CH:28]=[CH:29][C:30]=3[CH3:31])[C:22]([NH:24][CH2:25][CH2:26][CH3:27])=[O:23])[C:13]=2[CH2:12][NH:11][C:10]1=[O:35]. (3) Given the reactants Cl[C:2]1[N:7]=[CH:6][C:5]2[CH2:8][C:9]3([CH2:27][C:4]=2[CH:3]=1)[C:17]1[C:12](=[N:13][CH:14]=[CH:15][CH:16]=1)[N:11](COCC[Si](C)(C)C)[C:10]3=[O:26].[CH2:28]([N:31]1[C@@:36]([C:38]2[CH:43]=[C:42]([F:44])[CH:41]=[C:40]([F:45])[CH:39]=2)([CH3:37])[CH2:35][N:34](C(OC(C)(C)C)=O)[C:33]([CH3:54])([CH3:53])[C:32]1=[O:55])[CH:29]=[CH2:30].C1(CNCC2CCCCC2)CCCCC1.[C:71]([OH:77])([C:73]([F:76])([F:75])[F:74])=[O:72].[OH-].[Na+].C(N)CN, predict the reaction product. The product is: [C:73]([C:71]([OH:77])=[O:72])([F:76])([F:75])[F:74].[F:45][C:40]1[CH:39]=[C:38]([C@:36]2([CH3:37])[CH2:35][NH:34][C:33]([CH3:54])([CH3:53])[C:32](=[O:55])[N:31]2[CH2:28]/[CH:29]=[CH:30]/[C:2]2[N:7]=[CH:6][C:5]3[CH2:8][C:9]4([CH2:27][C:4]=3[CH:3]=2)[C:17]2[C:12](=[N:13][CH:14]=[CH:15][CH:16]=2)[NH:11][C:10]4=[O:26])[CH:43]=[C:42]([F:44])[CH:41]=1. (4) Given the reactants [F:1][C:2]1[CH:7]=[CH:6][C:5]([S:8]([NH:11][C:12]2[CH:21]=[CH:20][C:19]3[CH2:18][CH2:17][CH2:16][C:15](=O)[C:14]=3[C:13]=2[C:23]([OH:25])=[O:24])(=[O:10])=[O:9])=[CH:4][CH:3]=1.[BH3-]C#[N:28].[Na+].C([O-])(=O)C.[NH4+], predict the reaction product. The product is: [NH2:28][CH:15]1[C:14]2[C:13]([C:23]([OH:25])=[O:24])=[C:12]([NH:11][S:8]([C:5]3[CH:6]=[CH:7][C:2]([F:1])=[CH:3][CH:4]=3)(=[O:10])=[O:9])[CH:21]=[CH:20][C:19]=2[CH2:18][CH2:17][CH2:16]1. (5) Given the reactants Cl.[NH:2]=[C:3]1[CH2:8][CH2:7][CH2:6][CH2:5][NH:4]1.Br[CH2:10][C:11]([C:13]1[CH:18]=[CH:17][CH:16]=[CH:15][CH:14]=1)=O.C([O-])([O-])=O.[Na+].[Na+].O, predict the reaction product. The product is: [C:13]1([C:11]2[N:2]=[C:3]3[CH2:8][CH2:7][CH2:6][CH2:5][N:4]3[CH:10]=2)[CH:18]=[CH:17][CH:16]=[CH:15][CH:14]=1. (6) Given the reactants [CH3:1][O:2][C:3]1[CH:4]=[C:5]([CH:32]=[CH:33][C:34]=1[O:35][CH3:36])[CH2:6][CH:7]1[C:13]2[CH:14]=[C:15]([O:20][CH3:21])[C:16]([O:18][CH3:19])=[CH:17][C:12]=2[CH2:11][CH2:10][CH2:9][N:8]1[CH:22]([C:26]1[CH:31]=[CH:30][CH:29]=[CH:28][CH:27]=1)[C:23](O)=[O:24].Cl.[CH3:38][O:39][C:40](=[O:45])[C@H:41]([CH2:43][OH:44])[NH2:42], predict the reaction product. The product is: [CH3:38][O:39][C:40](=[O:45])[CH:41]([NH:42][C:23](=[O:24])[CH:22]([N:8]1[CH2:9][CH2:10][CH2:11][C:12]2[CH:17]=[C:16]([O:18][CH3:19])[C:15]([O:20][CH3:21])=[CH:14][C:13]=2[CH:7]1[CH2:6][C:5]1[CH:32]=[CH:33][C:34]([O:35][CH3:36])=[C:3]([O:2][CH3:1])[CH:4]=1)[C:26]1[CH:31]=[CH:30][CH:29]=[CH:28][CH:27]=1)[CH2:43][OH:44]. (7) Given the reactants [Cl:1][C:2]1[CH:28]=[C:27]([Cl:29])[CH:26]=[CH:25][C:3]=1[CH2:4][NH:5][C:6]1[N:11]2[N:12]=[CH:13][CH:14]=[C:10]2[N:9]=[C:8]([C:15]2[CH:24]=[CH:23][C:18]([C:19]([O:21]C)=[O:20])=[CH:17][CH:16]=2)[CH:7]=1.[OH-].[Na+].C(O)(=O)CC(CC(O)=O)(C(O)=O)O, predict the reaction product. The product is: [Cl:1][C:2]1[CH:28]=[C:27]([Cl:29])[CH:26]=[CH:25][C:3]=1[CH2:4][NH:5][C:6]1[N:11]2[N:12]=[CH:13][CH:14]=[C:10]2[N:9]=[C:8]([C:15]2[CH:16]=[CH:17][C:18]([C:19]([OH:21])=[O:20])=[CH:23][CH:24]=2)[CH:7]=1.